The task is: Predict the reaction yield, written as a fraction of the theoretical maximum amount of product (1.0 means a 100% yield; for example, 0.34 means a 34% yield).. This data is from Reaction yield outcomes from USPTO patents with 853,638 reactions. (1) The reactants are C(O)(C(F)(F)F)=O.[NH2:8][CH2:9][C:10]([OH:12])=[O:11].[CH3:13][CH2:14][C:15]1[C:24]2[CH2:25][N:26]3[C:31](=[O:32])[C:30]4[CH2:33][O:34][C:35]([C@:37]([OH:40])([CH2:38][CH3:39])[C:29]=4[CH:28]=[C:27]3[C:23]=2[N:22]=[C:21]2[C:16]=1[CH:17]=[C:18]([OH:41])[CH:19]=[CH:20]2)=[O:36].ON1C(=O)CCC1=O.C(N=C=NCCCN(C)C)C. The catalyst is CN(C)C=O. The product is [NH2:8][CH2:9][C:10]([OH:12])=[O:11].[CH3:13][CH2:14][C:15]1[C:24]2[CH2:25][N:26]3[C:31](=[O:32])[C:30]4[CH2:33][O:34][C:35]([C@:37]([OH:40])([CH2:38][CH3:39])[C:29]=4[CH:28]=[C:27]3[C:23]=2[N:22]=[C:21]2[C:16]=1[CH:17]=[C:18]([OH:41])[CH:19]=[CH:20]2)=[O:36]. The yield is 0.670. (2) The reactants are [NH2:1][C:2]1[CH:7]=[C:6]([F:8])[C:5]([Cl:9])=[CH:4][C:3]=1[S:10]([NH2:13])(=[O:12])=[O:11].[Cl:14][C:15]1[CH:20]=[CH:19][C:18](/[CH:21]=[CH:22]/[S:23](Cl)(=[O:25])=[O:24])=[CH:17][CH:16]=1. No catalyst specified. The product is [Cl:9][C:5]1[C:6]([F:8])=[CH:7][C:2]([NH:1][S:23](/[CH:22]=[CH:21]/[C:18]2[CH:19]=[CH:20][C:15]([Cl:14])=[CH:16][CH:17]=2)(=[O:24])=[O:25])=[C:3]([S:10]([NH2:13])(=[O:12])=[O:11])[CH:4]=1. The yield is 0.610. (3) The reactants are [CH3:1][C:2]([C:5]1[CH:30]=[CH:29][C:8]([C:9]([NH:11][C:12]2[S:13][C:14]([CH2:17][S:18][C:19]3[CH:20]=[CH:21][C:22]([CH3:28])=[C:23]([CH:27]=3)[C:24](O)=[O:25])=[CH:15][N:16]=2)=[O:10])=[CH:7][CH:6]=1)([CH3:4])[CH3:3].[N:31]1[CH:36]=[CH:35][CH:34]=[N:33][C:32]=1[N:37]1[CH2:42][CH2:41][NH:40][CH2:39][CH2:38]1.F[P-](F)(F)(F)(F)F.N1(O[P+](N(C)C)(N(C)C)N(C)C)C2C=CC=CC=2N=N1.CN1CCOCC1. The catalyst is CN(C=O)C.C(OCC)(=O)C. The product is [CH3:1][C:2]([C:5]1[CH:30]=[CH:29][C:8]([C:9]([NH:11][C:12]2[S:13][C:14]([CH2:17][S:18][C:19]3[CH:20]=[CH:21][C:22]([CH3:28])=[C:23]([C:24]([N:40]4[CH2:41][CH2:42][N:37]([C:32]5[N:31]=[CH:36][CH:35]=[CH:34][N:33]=5)[CH2:38][CH2:39]4)=[O:25])[CH:27]=3)=[CH:15][N:16]=2)=[O:10])=[CH:7][CH:6]=1)([CH3:4])[CH3:3]. The yield is 0.630. (4) The reactants are [S:1]1[CH2:5][CH2:4][CH2:3][CH2:2]1.[Br:6][CH2:7][C:8]([O:10][CH2:11][CH3:12])=[O:9]. The catalyst is CC(C)=O. The product is [Br-:6].[CH2:11]([O:10][C:8](=[O:9])[CH2:7][S+:1]1[CH2:5][CH2:4][CH2:3][CH2:2]1)[CH3:12]. The yield is 0.820. (5) The reactants are [NH2:1][C:2]1[CH:3]=[C:4]([CH:7]=[CH:8][CH:9]=1)[C:5]#[N:6].C(=O)(O)[O-].[Na+].[C:15](Cl)(Cl)=[S:16].[CH2:19]([NH2:23])[CH2:20][CH2:21][CH3:22]. The catalyst is C(Cl)(Cl)Cl. The product is [CH2:19]([NH:23][C:15]([NH:1][C:2]1[CH:9]=[CH:8][CH:7]=[C:4]([C:5]#[N:6])[CH:3]=1)=[S:16])[CH2:20][CH2:21][CH3:22]. The yield is 0.870. (6) The product is [NH:1]1[C:2]2[C:6]3[CH:7]=[CH:8][CH:9]=[CH:10][C:5]=3[O:4][C:3]=2[C:11](=[O:12])[NH:13][C:15]1=[O:16]. The reactants are [NH2:1][CH:2]1[C:6]2[CH:7]=[CH:8][CH:9]=[CH:10][C:5]=2[O:4][CH:3]1[C:11]([NH2:13])=[O:12].C(Cl)(=O)[C:15](Cl)=[O:16]. The catalyst is C1(C)C=CC=CC=1. The yield is 0.450. (7) The reactants are [N-]=[N+]=[N-].[Na+].C(O)(=O)C.[N:9]1([C:18](=[NH:33])[N:19]2[CH2:24][CH2:23][CH:22]([NH:25][C:26](=[O:32])[O:27][C:28]([CH3:31])([CH3:30])[CH3:29])[CH2:21][CH2:20]2)C2C=CC=CC=2[N:11]=[N:10]1. The catalyst is C(Cl)(Cl)Cl. The product is [C:28]([O:27][C:26](=[O:32])[NH:25][CH:22]1[CH2:23][CH2:24][N:19]([C:18]2[NH:9][N:10]=[N:11][N:33]=2)[CH2:20][CH2:21]1)([CH3:31])([CH3:30])[CH3:29]. The yield is 0.940. (8) The reactants are [F:1][C:2]1[C:3]([F:46])=[CH:4][C:5]2[C:10]3[C:11]4[C:43](=[O:44])[NH:42][C:41](=[O:45])[C:12]=4[C:13]4[C:14]5[C:19]([N:20]([C@@H:22]6[O:36][C@H:35]([CH2:37][OH:38])[CH2:34][C@H:32](O)[C@H:23]6[O:24][CH2:25]C6C=CC=CC=6)[C:21]=4[C:9]=3[NH:8][C:6]=2[CH:7]=1)=[CH:18][C:17]([F:39])=[C:16]([F:40])[CH:15]=5.[C:60]1(P([C:60]2[CH:65]=[CH:64][CH:63]=[CH:62][CH:61]=2)[C:60]2[CH:65]=[CH:64][CH:63]=[CH:62][CH:61]=2)[CH:65]=[CH:64][CH:63]=[CH:62][CH:61]=1.N(C(OC(C)C)=O)=NC(OC(C)C)=O. The catalyst is N1C=CC=CC=1. The product is [F:1][C:2]1[C:3]([F:46])=[CH:4][C:5]2[C:10]3[C:11]4[C:43](=[O:44])[NH:42][C:41](=[O:45])[C:12]=4[C:13]4[C:14]5[C:19]([N:20]([C@@H:22]6[O:36][C@@H:35]7[CH2:37][O:38][C@@H:32]([CH2:34]7)[C@H:23]6[O:24][CH2:25][C:60]6[CH:61]=[CH:62][CH:63]=[CH:64][CH:65]=6)[C:21]=4[C:9]=3[NH:8][C:6]=2[CH:7]=1)=[CH:18][C:17]([F:39])=[C:16]([F:40])[CH:15]=5. The yield is 0.410. (9) The reactants are [CH2:1]([O:8][CH2:9][C:10](Cl)=[O:11])[C:2]1[CH:7]=[CH:6][CH:5]=[CH:4][CH:3]=1.[CH3:13][O:14][C:15](=[O:29])[CH:16]([C:18]1[CH:27]=[CH:26][C:25]2[C:20](=[CH:21][CH:22]=[C:23]([OH:28])[CH:24]=2)[CH:19]=1)[CH3:17].C(N(CC)CC)C. The catalyst is CC(C)=O. The product is [CH3:13][O:14][C:15](=[O:29])[CH:16]([C:18]1[CH:27]=[CH:26][C:25]2[C:20](=[CH:21][CH:22]=[C:23]([O:28][C:10](=[O:11])[CH2:9][O:8][CH2:1][C:2]3[CH:7]=[CH:6][CH:5]=[CH:4][CH:3]=3)[CH:24]=2)[CH:19]=1)[CH3:17]. The yield is 0.639. (10) The reactants are O[CH2:2][C@@H:3]1[CH2:7][CH2:6][CH2:5][N:4]1[C:8]([C@@H:10]([CH2:19][CH:20]=[CH2:21])[CH2:11][C:12]([O:14][C:15]([CH3:18])([CH3:17])[CH3:16])=[O:13])=[O:9].P([N:38]=[N+:39]=[N-:40])(=O)(OC1C=CC=CC=1)OC1C=CC=CC=1.C1CCN2C(=NCCC2)CC1. The catalyst is CN(C=O)C.C(OCC)(=O)C. The product is [N:38]([CH2:2][C@@H:3]1[CH2:7][CH2:6][CH2:5][N:4]1[C:8]([C@@H:10]([CH2:19][CH:20]=[CH2:21])[CH2:11][C:12]([O:14][C:15]([CH3:18])([CH3:17])[CH3:16])=[O:13])=[O:9])=[N+:39]=[N-:40]. The yield is 0.650.